Dataset: Forward reaction prediction with 1.9M reactions from USPTO patents (1976-2016). Task: Predict the product of the given reaction. (1) Given the reactants [CH3:1][CH2:2][O:3][C:4]([C:6]1[CH:11]=[CH:10][C:9](Cl)=[N:8][CH:7]=1)=[O:5].[F:13][C:14]([F:24])([F:23])[O:15][C:16]1[CH:21]=[CH:20][C:19]([OH:22])=[CH:18][CH:17]=1.C(=O)([O-])[O-].[K+].[K+].CN(C)C=O, predict the reaction product. The product is: [CH2:2]([O:3][C:4](=[O:5])[C:6]1[CH:11]=[CH:10][C:9]([O:22][C:19]2[CH:20]=[CH:21][C:16]([O:15][C:14]([F:13])([F:23])[F:24])=[CH:17][CH:18]=2)=[N:8][CH:7]=1)[CH3:1]. (2) Given the reactants COC1C=C(OC)C=CC=1[CH2:5][N:6]([CH2:8][C:9]1[C:17]2[O:16][N:15]=[C:14]([CH2:18][CH2:19][CH:20]3[CH2:25][CH2:24][N:23]([CH2:26][CH2:27][N:28]4[CH:32]=[CH:31][CH:30]=[N:29]4)[CH2:22][CH2:21]3)[C:13]=2[CH:12]=[CH:11][C:10]=1[O:33][CH2:34][CH:35]1[CH2:37][CH2:36]1)C.FC(F)(F)C(OC(=O)C(F)(F)F)=O.C(=O)(O)[O-].[Na+], predict the reaction product. The product is: [CH3:5][NH:6][CH2:8][C:9]1[C:17]2[O:16][N:15]=[C:14]([CH2:18][CH2:19][CH:20]3[CH2:21][CH2:22][N:23]([CH2:26][CH2:27][N:28]4[CH:32]=[CH:31][CH:30]=[N:29]4)[CH2:24][CH2:25]3)[C:13]=2[CH:12]=[CH:11][C:10]=1[O:33][CH2:34][CH:35]1[CH2:36][CH2:37]1. (3) Given the reactants [CH2:1]([NH2:8])[CH2:2][CH2:3][CH2:4][CH2:5][CH2:6][NH2:7].[C:9](#[N:12])[CH:10]=[CH2:11], predict the reaction product. The product is: [C:9]([CH2:10][CH2:11][N:7]([CH2:3][CH2:2][C:1]#[N:8])[CH2:6][CH2:5][CH2:4][CH2:3][CH2:2][CH2:1][N:8]([CH2:4][CH2:5][C:6]#[N:7])[CH2:11][CH2:10][C:9]#[N:12])#[N:12]. (4) Given the reactants [NH:1]1[CH:5]=[C:4]([C:6]([O:8][CH2:9][CH3:10])=[O:7])[CH:3]=[N:2]1.[CH3:11][C:12]1[CH:19]=[CH:18][C:15]([CH2:16]Br)=[CH:14][CH:13]=1.C1CN2C(=NCCC2)NC1, predict the reaction product. The product is: [CH3:11][C:12]1[CH:19]=[CH:18][C:15]([CH2:16][N:1]2[CH:5]=[C:4]([C:6]([O:8][CH2:9][CH3:10])=[O:7])[CH:3]=[N:2]2)=[CH:14][CH:13]=1. (5) The product is: [CH3:20][N:21]1[C:25]([CH3:26])=[C:24]([CH:27]([NH:29][C:15]([C:10]2[CH:9]=[CH:8][C:7]3[C:12](=[CH:13][CH:14]=[C:5]([C:2]([OH:1])([CH3:3])[CH3:4])[CH:6]=3)[CH:11]=2)=[O:17])[CH3:28])[CH:23]=[N:22]1. Given the reactants [OH:1][C:2]([C:5]1[CH:6]=[C:7]2[C:12](=[CH:13][CH:14]=1)[CH:11]=[C:10]([C:15]([OH:17])=O)[CH:9]=[CH:8]2)([CH3:4])[CH3:3].Cl.Cl.[CH3:20][N:21]1[C:25]([CH3:26])=[C:24]([C@H:27]([NH2:29])[CH3:28])[CH:23]=[N:22]1.CN(C(ON1N=NC2C=CC=CC1=2)=[N+](C)C)C.F[P-](F)(F)(F)(F)F.C(N(CC)CC)C, predict the reaction product. (6) The product is: [CH:1]1([CH2:4][O:5][C:6]2[C:11]([O:12][CH3:13])=[CH:10][CH:9]=[CH:8][C:7]=2/[CH:14]=[CH:15]/[C:16]2[N:17]=[C:18]3[S:26][C:25]([CH3:27])=[CH:24][N:19]3[C:20](=[O:23])[C:21]=2[C:34]2[CH:33]=[CH:32][C:31]([O:30][C:29]([F:28])([F:40])[F:41])=[CH:36][CH:35]=2)[CH2:3][CH2:2]1. Given the reactants [CH:1]1([CH2:4][O:5][C:6]2[C:11]([O:12][CH3:13])=[CH:10][CH:9]=[CH:8][C:7]=2/[CH:14]=[CH:15]/[C:16]2[N:17]=[C:18]3[S:26][C:25]([CH3:27])=[CH:24][N:19]3[C:20](=[O:23])[C:21]=2I)[CH2:3][CH2:2]1.[F:28][C:29]([F:41])([F:40])[O:30][C:31]1[CH:36]=[CH:35][C:34](B(O)O)=[CH:33][CH:32]=1.C(=O)([O-])[O-].[Na+].[Na+], predict the reaction product. (7) Given the reactants [CH2:1]([O:3][C:4](=[O:19])[C:5]1[CH:10]=[CH:9][C:8]([N:11]2[CH2:17][CH2:16][CH2:15][CH:14]([OH:18])[CH2:13][CH2:12]2)=[CH:7][CH:6]=1)[CH3:2].C1OCCOCCOCCOCCOCCOC1.[K].Br[CH2:40][C:41]1[C:42]([C:49]2[C:54]([Cl:55])=[CH:53][CH:52]=[CH:51][C:50]=2[Cl:56])=[N:43][O:44][C:45]=1[CH:46]1[CH2:48][CH2:47]1, predict the reaction product. The product is: [CH2:1]([O:3][C:4](=[O:19])[C:5]1[CH:6]=[CH:7][C:8]([N:11]2[CH2:17][CH2:16][CH2:15][CH:14]([O:18][CH2:40][C:41]3[C:42]([C:49]4[C:50]([Cl:56])=[CH:51][CH:52]=[CH:53][C:54]=4[Cl:55])=[N:43][O:44][C:45]=3[CH:46]3[CH2:48][CH2:47]3)[CH2:13][CH2:12]2)=[CH:9][CH:10]=1)[CH3:2]. (8) Given the reactants CCCCCC.C([Li])CCC.C([O:19][C:20]1[CH:25]=[CH:24][CH:23]=[CH:22][C:21]=1Br)C1C=CC=CC=1.[F:27][C:28]1[CH:35]=[CH:34][C:31]([CH:32]=O)=[CH:30][CH:29]=1.[Cl-].[NH4+].Cl, predict the reaction product. The product is: [F:27][C:28]1[CH:35]=[CH:34][C:31]([CH2:32][C:21]2[CH:22]=[CH:23][CH:24]=[CH:25][C:20]=2[OH:19])=[CH:30][CH:29]=1. (9) Given the reactants [CH3:1][C:2]1[S:15][C:14]2[C:4](=[C:5]([N:16]3[CH2:21][CH2:20][NH:19][CH2:18][CH2:17]3)[NH:6][C:7]3[C:12]([N:13]=2)=[CH:11][CH:10]=[CH:9][CH:8]=3)[CH:3]=1.[H-].[Na+].[CH3:24]I.O, predict the reaction product. The product is: [CH3:1][C:2]1[S:15][C:14]2[NH:13][C:12]3[CH:11]=[CH:10][CH:9]=[CH:8][C:7]=3[N:6]=[C:5]([N:16]3[CH2:21][CH2:20][N:19]([CH3:24])[CH2:18][CH2:17]3)[C:4]=2[CH:3]=1. (10) Given the reactants Br[CH2:2][CH2:3][CH2:4][Si:5]([CH3:35])([CH3:34])[CH2:6][CH2:7][C:8]1[C:20]2[CH2:19][N:18]3[C:13](=[CH:14][C:15]4[C@:25]([CH2:27][CH3:28])([OH:26])[C:24](=[O:29])[O:23][CH2:22][C:16]=4[C:17]3=[O:21])[C:12]=2[N:11]=[C:10]2[CH:30]=[CH:31][CH:32]=[CH:33][C:9]=12.[NH:36]1[CH:40]=[CH:39][N:38]=[CH:37]1, predict the reaction product. The product is: [CH2:27]([C@:25]1([OH:26])[C:15]2[CH:14]=[C:13]3[N:18]([C:17](=[O:21])[C:16]=2[CH2:22][O:23][C:24]1=[O:29])[CH2:19][C:20]1[C:8]([CH2:7][CH2:6][Si:5]([CH2:4][CH2:3][CH2:2][N:36]2[CH:40]=[CH:39][N:38]=[CH:37]2)([CH3:34])[CH3:35])=[C:9]2[CH:33]=[CH:32][CH:31]=[CH:30][C:10]2=[N:11][C:12]3=1)[CH3:28].